The task is: Predict the reactants needed to synthesize the given product.. This data is from Full USPTO retrosynthesis dataset with 1.9M reactions from patents (1976-2016). Given the product [C:17]([O:20][CH:8]([CH3:10])[CH2:11][O:25][CH3:22])(=[O:13])[CH3:19], predict the reactants needed to synthesize it. The reactants are: CC(N=N[C:8]([C:11]#N)([CH3:10])C)(C#N)C.[OH2:13].C(#N)C.[CH:17]([OH:20])([CH3:19])C.C[C:22](=[O:25])CC.